This data is from NCI-60 drug combinations with 297,098 pairs across 59 cell lines. The task is: Regression. Given two drug SMILES strings and cell line genomic features, predict the synergy score measuring deviation from expected non-interaction effect. (1) Drug 1: CC12CCC(CC1=CCC3C2CCC4(C3CC=C4C5=CN=CC=C5)C)O. Drug 2: C1CCC(CC1)NC(=O)N(CCCl)N=O. Cell line: HOP-62. Synergy scores: CSS=26.1, Synergy_ZIP=0.489, Synergy_Bliss=8.32, Synergy_Loewe=4.52, Synergy_HSA=5.89. (2) Drug 1: CC12CCC3C(C1CCC2O)C(CC4=C3C=CC(=C4)O)CCCCCCCCCS(=O)CCCC(C(F)(F)F)(F)F. Drug 2: C1C(C(OC1N2C=NC3=C2NC=NCC3O)CO)O. Cell line: NCI-H522. Synergy scores: CSS=-1.74, Synergy_ZIP=-1.08, Synergy_Bliss=-5.09, Synergy_Loewe=-3.82, Synergy_HSA=-4.57. (3) Drug 1: CN1C2=C(C=C(C=C2)N(CCCl)CCCl)N=C1CCCC(=O)O.Cl. Drug 2: CN(C(=O)NC(C=O)C(C(C(CO)O)O)O)N=O. Cell line: SF-539. Synergy scores: CSS=5.96, Synergy_ZIP=-1.29, Synergy_Bliss=0.476, Synergy_Loewe=-2.66, Synergy_HSA=0.0206. (4) Drug 1: COC1=C(C=C2C(=C1)N=CN=C2NC3=CC(=C(C=C3)F)Cl)OCCCN4CCOCC4. Drug 2: CN(C(=O)NC(C=O)C(C(C(CO)O)O)O)N=O. Cell line: KM12. Synergy scores: CSS=24.5, Synergy_ZIP=-1.21, Synergy_Bliss=1.57, Synergy_Loewe=-21.3, Synergy_HSA=1.30. (5) Drug 1: C#CCC(CC1=CN=C2C(=N1)C(=NC(=N2)N)N)C3=CC=C(C=C3)C(=O)NC(CCC(=O)O)C(=O)O. Drug 2: CN(CC1=CN=C2C(=N1)C(=NC(=N2)N)N)C3=CC=C(C=C3)C(=O)NC(CCC(=O)O)C(=O)O. Cell line: HCT116. Synergy scores: CSS=74.7, Synergy_ZIP=8.50, Synergy_Bliss=7.28, Synergy_Loewe=0.810, Synergy_HSA=6.40. (6) Drug 2: C1C(C(OC1N2C=C(C(=O)NC2=O)F)CO)O. Synergy scores: CSS=59.1, Synergy_ZIP=-3.90, Synergy_Bliss=-6.21, Synergy_Loewe=-1.50, Synergy_HSA=1.04. Drug 1: C1=CC(=C2C(=C1NCCNCCO)C(=O)C3=C(C=CC(=C3C2=O)O)O)NCCNCCO. Cell line: LOX IMVI. (7) Drug 1: CNC(=O)C1=CC=CC=C1SC2=CC3=C(C=C2)C(=NN3)C=CC4=CC=CC=N4. Drug 2: C1=C(C(=O)NC(=O)N1)F. Cell line: NCI-H460. Synergy scores: CSS=43.4, Synergy_ZIP=-3.69, Synergy_Bliss=-9.96, Synergy_Loewe=-11.6, Synergy_HSA=-9.24. (8) Drug 1: CC1=CC2C(CCC3(C2CCC3(C(=O)C)OC(=O)C)C)C4(C1=CC(=O)CC4)C. Drug 2: CC1=C2C(C(=O)C3(C(CC4C(C3C(C(C2(C)C)(CC1OC(=O)C(C(C5=CC=CC=C5)NC(=O)OC(C)(C)C)O)O)OC(=O)C6=CC=CC=C6)(CO4)OC(=O)C)O)C)O. Cell line: NCI-H522. Synergy scores: CSS=54.9, Synergy_ZIP=2.79, Synergy_Bliss=2.53, Synergy_Loewe=-66.4, Synergy_HSA=2.77.